From a dataset of Full USPTO retrosynthesis dataset with 1.9M reactions from patents (1976-2016). Predict the reactants needed to synthesize the given product. Given the product [C:32]([O:36][C:37]([N:39]1[CH:43]=[CH:42][CH:41]=[C:40]1[C:27]1[CH:28]=[CH:29][C:24]([C:20]2[O:21][C:22]([CH3:23])=[C:18]([CH2:17][CH2:16][O:15][C:12]3[CH:13]=[CH:14][C:9]([O:8][C:5]([C:4]([O:3][CH2:1][CH3:2])=[O:31])([CH3:7])[CH3:6])=[CH:10][CH:11]=3)[N:19]=2)=[CH:25][CH:26]=1)=[O:38])([CH3:35])([CH3:33])[CH3:34], predict the reactants needed to synthesize it. The reactants are: [CH2:1]([O:3][C:4](=[O:31])[C:5]([O:8][C:9]1[CH:14]=[CH:13][C:12]([O:15][CH2:16][CH2:17][C:18]2[N:19]=[C:20]([C:24]3[CH:29]=[CH:28][C:27](Br)=[CH:26][CH:25]=3)[O:21][C:22]=2[CH3:23])=[CH:11][CH:10]=1)([CH3:7])[CH3:6])[CH3:2].[C:32]([O:36][C:37]([N:39]1[CH:43]=[CH:42][CH:41]=[C:40]1B(O)O)=[O:38])([CH3:35])([CH3:34])[CH3:33].C(O)C.C([O-])([O-])=O.[Na+].[Na+].